From a dataset of Catalyst prediction with 721,799 reactions and 888 catalyst types from USPTO. Predict which catalyst facilitates the given reaction. Reactant: [F:1][C:2]([F:36])([F:35])[C:3]1[CH:8]=[CH:7][C:6]([CH:9]2[C:18]3[C:13](=[CH:14][CH:15]=[CH:16][CH:17]=3)[CH2:12][CH2:11][N:10]2[C:19]([NH:21][C@@H:22]2[CH2:27][CH2:26][CH2:25][N:24](C(OC(C)(C)C)=O)[CH2:23]2)=[O:20])=[CH:5][CH:4]=1. Product: [NH:24]1[CH2:25][CH2:26][CH2:27][C@@H:22]([NH:21][C:19]([N:10]2[CH2:11][CH2:12][C:13]3[C:18](=[CH:17][CH:16]=[CH:15][CH:14]=3)[CH:9]2[C:6]2[CH:5]=[CH:4][C:3]([C:2]([F:1])([F:35])[F:36])=[CH:8][CH:7]=2)=[O:20])[CH2:23]1. The catalyst class is: 67.